This data is from Peptide-MHC class II binding affinity with 134,281 pairs from IEDB. The task is: Regression. Given a peptide amino acid sequence and an MHC pseudo amino acid sequence, predict their binding affinity value. This is MHC class II binding data. The binding affinity (normalized) is 0.602. The MHC is HLA-DPA10103-DPB10301 with pseudo-sequence HLA-DPA10103-DPB10301. The peptide sequence is LIGLRIVFAVLSIVNRVRQG.